This data is from TCR-epitope binding with 47,182 pairs between 192 epitopes and 23,139 TCRs. The task is: Binary Classification. Given a T-cell receptor sequence (or CDR3 region) and an epitope sequence, predict whether binding occurs between them. (1) The epitope is FVDGVPFVV. The TCR CDR3 sequence is CASSKPLQEETQYF. Result: 1 (the TCR binds to the epitope). (2) The epitope is MLNIPSINV. The TCR CDR3 sequence is CASSEDRGLADTQYF. Result: 0 (the TCR does not bind to the epitope). (3) The epitope is GTSGSPIINR. The TCR CDR3 sequence is CASSFGAGSQETQYF. Result: 1 (the TCR binds to the epitope). (4) The epitope is LSDDAVVCFNSTY. The TCR CDR3 sequence is CASSPLLSGATDTQYF. Result: 0 (the TCR does not bind to the epitope). (5) The epitope is QARQMVQAMRTIGTHP. The TCR CDR3 sequence is CASSLGTGANGYTF. Result: 1 (the TCR binds to the epitope). (6) The epitope is NLVPMVATV. The TCR CDR3 sequence is CASSPRGGAIYNEQFF. Result: 1 (the TCR binds to the epitope). (7) The epitope is YLDAYNMMI. The TCR CDR3 sequence is CASSLGRSGGELFF. Result: 0 (the TCR does not bind to the epitope).